Task: Predict the product of the given reaction.. Dataset: Forward reaction prediction with 1.9M reactions from USPTO patents (1976-2016) (1) Given the reactants CC(C)([O-])C.[K+].[C:7]([O:14][CH2:15][CH3:16])(=[O:13])[C:8]([O:10]CC)=O.[CH3:17][O:18][C:19]1[C:20]([N+:26]([O-:28])=[O:27])=[C:21]([CH3:25])[CH:22]=[CH:23][CH:24]=1, predict the reaction product. The product is: [CH3:17][O:18][C:19]1[C:20]([N+:26]([O-:28])=[O:27])=[C:21]([CH2:25][C:8](=[O:10])[C:7]([O:14][CH2:15][CH3:16])=[O:13])[CH:22]=[CH:23][CH:24]=1. (2) Given the reactants CC1C=CC(S(O[CH2:12][CH2:13][N:14]2[CH:18]=[C:17]([I:19])[CH:16]=[N:15]2)(=O)=O)=CC=1.[CH3:20][N:21]1[CH2:26][CH2:25][NH:24][CH2:23][CH2:22]1, predict the reaction product. The product is: [I:19][C:17]1[CH:16]=[N:15][N:14]([CH2:13][CH2:12][N:24]2[CH2:25][CH2:26][N:21]([CH3:20])[CH2:22][CH2:23]2)[CH:18]=1. (3) Given the reactants C(N1C=CN=C1)(N1C=CN=C1)=O.[Br:13][C:14]1[CH:22]=[CH:21][C:17]([C:18]([OH:20])=O)=[CH:16][CH:15]=1.[F:23][C:24]([F:30])([F:29])[C:25]([NH2:28])=[N:26]O, predict the reaction product. The product is: [Br:13][C:14]1[CH:15]=[CH:16][C:17]([C:18]2[O:20][N:28]=[C:25]([C:24]([F:30])([F:29])[F:23])[N:26]=2)=[CH:21][CH:22]=1. (4) The product is: [C:17]([O:16][C:14]([NH:13][C@H:9]([CH2:8][C:5]1[CH:6]=[CH:7][C:2]([C:26]2[CH:25]=[CH:24][CH:23]=[C:22]([Cl:21])[CH:27]=2)=[CH:3][CH:4]=1)[C:10]([OH:12])=[O:11])=[O:15])([CH3:20])([CH3:19])[CH3:18]. Given the reactants Br[C:2]1[CH:7]=[CH:6][C:5]([CH2:8][C@@H:9]([NH:13][C:14]([O:16][C:17]([CH3:20])([CH3:19])[CH3:18])=[O:15])[C:10]([OH:12])=[O:11])=[CH:4][CH:3]=1.[Cl:21][C:22]1[CH:23]=[C:24](B(O)O)[CH:25]=[CH:26][CH:27]=1.C([O-])([O-])=O.[Na+].[Na+], predict the reaction product. (5) Given the reactants [F:1][C:2]1[CH:3]=[C:4]([NH:8][C:9](=[O:41])[NH:10][C:11]2[CH:12]=[C:13]([CH:38]=[CH:39][CH:40]=2)[O:14][C:15]2[CH:24]=[C:23]3[C:18]([N:19]=[CH:20][C:21]([N:25]4[CH2:30][CH2:29][N:28](C(OC(C)(C)C)=O)[CH2:27][CH2:26]4)=[N:22]3)=[CH:17][CH:16]=2)[CH:5]=[CH:6][CH:7]=1.C(O)(C(F)(F)F)=O, predict the reaction product. The product is: [F:1][C:2]1[CH:3]=[C:4]([NH:8][C:9]([NH:10][C:11]2[CH:40]=[CH:39][CH:38]=[C:13]([O:14][C:15]3[CH:24]=[C:23]4[C:18](=[CH:17][CH:16]=3)[N:19]=[CH:20][C:21]([N:25]3[CH2:26][CH2:27][NH:28][CH2:29][CH2:30]3)=[N:22]4)[CH:12]=2)=[O:41])[CH:5]=[CH:6][CH:7]=1. (6) Given the reactants N(C(N1CCCCC1)=O)=NC(N1CCCCC1)=O.[O:19]([CH2:23][C:24]([CH3:53])([CH3:52])[CH2:25][N:26]1[C:32]2[CH:33]=[CH:34][C:35]([Cl:37])=[CH:36][C:31]=2[C@@H:30]([C:38]2[CH:43]=[CH:42][CH:41]=[C:40]([O:44][CH3:45])[C:39]=2[O:46][CH3:47])[O:29][C@H:28]([CH2:48][CH2:49]O)[C:27]1=[O:51])[C:20]([CH3:22])=[O:21].[NH:54]1[C:58]([C:59]([O:61][CH3:62])=[O:60])=[CH:57][CH:56]=[N:55]1.C1(C)C=CC=CC=1, predict the reaction product. The product is: [C:20]([O:19][CH2:23][C:24]([CH3:52])([CH3:53])[CH2:25][N:26]1[C:32]2[CH:33]=[CH:34][C:35]([Cl:37])=[CH:36][C:31]=2[C@@H:30]([C:38]2[CH:43]=[CH:42][CH:41]=[C:40]([O:44][CH3:45])[C:39]=2[O:46][CH3:47])[O:29][C@H:28]([CH2:48][CH2:49][N:54]2[C:58]([C:59]([O:61][CH3:62])=[O:60])=[CH:57][CH:56]=[N:55]2)[C:27]1=[O:51])(=[O:21])[CH3:22]. (7) Given the reactants [CH3:1][CH2:2][O:3][C:4]([CH3:6])=[O:5].[Li+].CC([N-]C(C)C)C.[I:15][C:16]1[CH:24]=[CH:23][C:19]([C:20](Cl)=[O:21])=[CH:18][CH:17]=1.S(=O)(=O)(O)O, predict the reaction product. The product is: [I:15][C:16]1[CH:24]=[CH:23][C:19]([C:20](=[O:21])[CH2:6][C:4]([O:3][CH2:2][CH3:1])=[O:5])=[CH:18][CH:17]=1. (8) Given the reactants Cl[C:2]1[N:7]=[C:6]([CH2:8][CH2:9][C:10]2[CH:15]=[CH:14][CH:13]=[CH:12][C:11]=2[C:16]2([C:19]([NH2:21])=[O:20])[CH2:18][CH2:17]2)[C:5]([Cl:22])=[CH:4][N:3]=1.[CH3:23][N:24]1[CH2:28][CH2:27][CH:26]([N:29]2[CH:33]=[C:32]([NH2:34])[CH:31]=[N:30]2)[CH2:25]1.CC1C=CC(S(O)(=O)=O)=CC=1, predict the reaction product. The product is: [Cl:22][C:5]1[C:6]([CH2:8][CH2:9][C:10]2[CH:15]=[CH:14][CH:13]=[CH:12][C:11]=2[C:16]2([C:19]([NH2:21])=[O:20])[CH2:18][CH2:17]2)=[N:7][C:2]([NH:34][C:32]2[CH:31]=[N:30][N:29]([CH:26]3[CH2:27][CH2:28][N:24]([CH3:23])[CH2:25]3)[CH:33]=2)=[N:3][CH:4]=1.